The task is: Regression/Classification. Given a drug SMILES string, predict its absorption, distribution, metabolism, or excretion properties. Task type varies by dataset: regression for continuous measurements (e.g., permeability, clearance, half-life) or binary classification for categorical outcomes (e.g., BBB penetration, CYP inhibition). Dataset: cyp2d6_veith.. This data is from CYP2D6 inhibition data for predicting drug metabolism from PubChem BioAssay. (1) The molecule is CC[C@]1(c2ccccc2)NC(=O)N(C)C1=O. The result is 0 (non-inhibitor). (2) The compound is CN(CC(=O)O/N=C(\N)c1ccccn1)S(=O)(=O)c1ccccc1. The result is 0 (non-inhibitor). (3) The molecule is O=C(CCS(=O)(=O)c1cccc2nsnc12)NC1CCCCC1. The result is 0 (non-inhibitor). (4) The drug is CN(C)C=C1C(=O)N(C2CCCCC2)C(=O)N(C2CCCCC2)C1=O. The result is 0 (non-inhibitor). (5) The compound is C/C(=N\NC(=S)Nc1cccc(C)c1)c1ccccc1. The result is 0 (non-inhibitor).